Predict the reactants needed to synthesize the given product. From a dataset of Full USPTO retrosynthesis dataset with 1.9M reactions from patents (1976-2016). (1) Given the product [C:1]1([O:7][C:8](=[O:34])[N:9]([C:19]2[CH:24]=[C:23]([O:25][C:26]3[CH:31]=[CH:30][C:29]([NH:32][C:48]([C:45]4([C:43](=[O:44])[NH:42][C:39]5[CH:38]=[CH:37][C:36]([F:35])=[CH:41][CH:40]=5)[CH2:46][CH2:47]4)=[O:49])=[CH:28][C:27]=3[F:33])[CH:22]=[CH:21][N:20]=2)[C:10]([O:12][C:13]2[CH:14]=[CH:15][CH:16]=[CH:17][CH:18]=2)=[O:11])[CH:2]=[CH:3][CH:4]=[CH:5][CH:6]=1, predict the reactants needed to synthesize it. The reactants are: [C:1]1([O:7][C:8](=[O:34])[N:9]([C:19]2[CH:24]=[C:23]([O:25][C:26]3[CH:31]=[CH:30][C:29]([NH2:32])=[CH:28][C:27]=3[F:33])[CH:22]=[CH:21][N:20]=2)[C:10]([O:12][C:13]2[CH:18]=[CH:17][CH:16]=[CH:15][CH:14]=2)=[O:11])[CH:6]=[CH:5][CH:4]=[CH:3][CH:2]=1.[F:35][C:36]1[CH:41]=[CH:40][C:39]([NH:42][C:43]([C:45]2([C:48](O)=[O:49])[CH2:47][CH2:46]2)=[O:44])=[CH:38][CH:37]=1.C(N(CC)CC)C.F[P-](F)(F)(F)(F)F.N1(O[P+](N(C)C)(N(C)C)N(C)C)C2C=CC=CC=2N=N1. (2) The reactants are: FC(F)(F)C(O)=O.[CH-:8]1[CH:12]=[CH:11][CH:10]=[CH:9]1.[CH-:13]1[CH:17]=[CH:16][CH:15]=[CH:14]1.[Fe+2:18].[BH4-].[Na+].[Cl:21]CCl. Given the product [Cl:21][CH2:13][CH2:14][CH2:15][CH2:16][C-:8]1[CH:12]=[CH:11][CH:10]=[CH:9]1.[CH-:13]1[CH:17]=[CH:16][CH:15]=[CH:14]1.[Fe+2:18], predict the reactants needed to synthesize it. (3) Given the product [CH2:1]([C:3]1[N:4]=[C:5]2[C:10]([C:11]([F:14])([F:13])[F:12])=[CH:9][CH:8]=[CH:7][N:6]2[C:15]=1[C:16]1[CH:17]=[C:18]([CH:19]=[CH:20][CH:21]=1)[O:22][C:24]1[CH:25]=[C:26]([S:30]([CH2:33][CH2:34][CH2:35][C:36]#[N:37])(=[O:32])=[O:31])[CH:27]=[CH:28][CH:29]=1)[CH3:2], predict the reactants needed to synthesize it. The reactants are: [CH2:1]([C:3]1[N:4]=[C:5]2[C:10]([C:11]([F:14])([F:13])[F:12])=[CH:9][CH:8]=[CH:7][N:6]2[C:15]=1[C:16]1[CH:17]=[C:18]([OH:22])[CH:19]=[CH:20][CH:21]=1)[CH3:2].Br[C:24]1[CH:25]=[C:26]([S:30]([CH2:33][CH2:34][CH2:35][C:36]#[N:37])(=[O:32])=[O:31])[CH:27]=[CH:28][CH:29]=1. (4) Given the product [Cl:1][C:2]1[CH:3]=[CH:4][C:5]([O:12][CH:17]([C:18]2[CH:23]=[CH:22][CH:21]=[CH:20][CH:19]=2)[CH2:16][OH:24])=[C:6]([S:8]([OH:11])(=[O:10])=[O:9])[CH:7]=1, predict the reactants needed to synthesize it. The reactants are: [Cl:1][C:2]1[CH:3]=[CH:4][C:5]([OH:12])=[C:6]([S:8]([OH:11])(=[O:10])=[O:9])[CH:7]=1.[Na].[OH-].[Na+].[CH2:16]1[O:24][CH:17]1[C:18]1[CH:23]=[CH:22][CH:21]=[CH:20][CH:19]=1. (5) Given the product [CH3:20][N:13]1[CH2:18][CH2:17][N:16]([C:8]([C:7]2[CH:6]=[CH:5][C:4]([N+:1]([O-:3])=[O:2])=[CH:12][CH:11]=2)=[O:10])[CH2:15][CH2:14]1, predict the reactants needed to synthesize it. The reactants are: [N+:1]([C:4]1[CH:12]=[CH:11][C:7]([C:8]([OH:10])=O)=[CH:6][CH:5]=1)([O-:3])=[O:2].[NH:13]1[CH2:18][CH2:17][NH:16][CH2:15][CH2:14]1.Cl.[CH3:20]N(C)CCCN=C=NCC.ON1C2C=CC=CC=2N=N1.O1CCCC1.C(=O)(O)[O-].[Na+]. (6) Given the product [BrH:33].[F:1][C:2]1[CH:3]=[C:4]([N:8]=[C:9]2[N:13]([CH2:14][CH2:15][NH:16][C:17]([NH:19][CH3:20])=[O:18])[C:12]([C:21]3[CH:26]=[CH:25][C:24]([N:27]4[CH2:32][CH2:31][O:30][CH2:29][CH2:28]4)=[CH:23][CH:22]=3)=[CH:11][S:10]2)[CH:5]=[CH:6][CH:7]=1, predict the reactants needed to synthesize it. The reactants are: [F:1][C:2]1[CH:3]=[C:4]([N:8]=[C:9]2[N:13]([CH2:14][CH2:15][NH:16][C:17]([NH:19][CH3:20])=[O:18])[C:12]([C:21]3[CH:26]=[CH:25][C:24]([N:27]4[CH2:32][CH2:31][O:30][CH2:29][CH2:28]4)=[CH:23][CH:22]=3)=[CH:11][S:10]2)[CH:5]=[CH:6][CH:7]=1.[BrH:33].CC(O)=O.